From a dataset of Full USPTO retrosynthesis dataset with 1.9M reactions from patents (1976-2016). Predict the reactants needed to synthesize the given product. (1) Given the product [F:26][C:2]([F:1])([F:25])[C:3]([NH:5][C:6]1[C:14]2[C:9](=[CH:10][CH:11]=[C:12]([S:15]([C:18]3[CH:23]=[CH:22][CH:21]=[C:20]([F:24])[CH:19]=3)(=[O:16])=[O:17])[CH:13]=2)[N:8]([C:28]([C:29]2[CH:34]=[CH:33][CH:32]=[CH:31][CH:30]=2)([C:41]2[CH:42]=[CH:43][CH:44]=[CH:45][CH:46]=2)[C:35]2[CH:36]=[CH:37][CH:38]=[CH:39][CH:40]=2)[N:7]=1)=[O:4], predict the reactants needed to synthesize it. The reactants are: [F:1][C:2]([F:26])([F:25])[C:3]([NH:5][C:6]1[C:14]2[C:9](=[CH:10][CH:11]=[C:12]([S:15]([C:18]3[CH:23]=[CH:22][CH:21]=[C:20]([F:24])[CH:19]=3)(=[O:17])=[O:16])[CH:13]=2)[NH:8][N:7]=1)=[O:4].Cl[C:28]([C:41]1[CH:46]=[CH:45][CH:44]=[CH:43][CH:42]=1)([C:35]1[CH:40]=[CH:39][CH:38]=[CH:37][CH:36]=1)[C:29]1[CH:34]=[CH:33][CH:32]=[CH:31][CH:30]=1.C(N(CC)CC)C. (2) The reactants are: C(OC([NH:8][C@H:9]1[CH2:14][CH2:13][C@H:12]([N:15]2[C:23](=[O:24])[NH:22][C:21]3[C:16]2=[N:17][C:18]([C:30]2[CH:35]=[CH:34][CH:33]=[C:32]([OH:36])[CH:31]=2)=[N:19][C:20]=3[C:25]([O:27]CC)=O)[CH2:11][CH2:10]1)=O)(C)(C)C.[NH2:37]C1C(C(OCC)=O)=NC(C2C=CC=C(O)C=2)=NC=1N[C@H]1CC[C@H](NC(OC(C)(C)C)=O)CC1. Given the product [NH2:8][C@H:9]1[CH2:14][CH2:13][C@H:12]([N:15]2[C:23](=[O:24])[NH:22][C:21]3[C:16]2=[N:17][C:18]([C:30]2[CH:35]=[CH:34][CH:33]=[C:32]([OH:36])[CH:31]=2)=[N:19][C:20]=3[C:25]([NH2:37])=[O:27])[CH2:11][CH2:10]1, predict the reactants needed to synthesize it. (3) Given the product [CH:18]([N:21]([CH2:25][CH2:26][C@@H:27]([C:34]1[CH:39]=[C:38]([Br:40])[CH:37]=[CH:36][C:35]=1[O:41][CH2:42][C:43]1[CH:44]=[CH:45][CH:46]=[CH:47][CH:48]=1)[C:28]1[CH:33]=[CH:32][CH:31]=[CH:30][CH:29]=1)[CH:22]([CH3:24])[CH3:23])([CH3:19])[CH3:20], predict the reactants needed to synthesize it. The reactants are: C1(C)C=CC([C@]([C@H](C(O)=O)O)(O)C(O)=O)=CC=1.[CH:18]([N:21]([CH2:25][CH2:26][CH:27]([C:34]1[CH:39]=[C:38]([Br:40])[CH:37]=[CH:36][C:35]=1[O:41][CH2:42][C:43]1[CH:48]=[CH:47][CH:46]=[CH:45][CH:44]=1)[C:28]1[CH:33]=[CH:32][CH:31]=[CH:30][CH:29]=1)[CH:22]([CH3:24])[CH3:23])([CH3:20])[CH3:19].[OH-].[Na+]. (4) Given the product [NH2:9][CH2:8][C:5]1[C:4](=[O:10])[N:3]([CH3:11])[N:2]([CH3:1])[C:6]=1[CH3:7], predict the reactants needed to synthesize it. The reactants are: [CH3:1][N:2]1[C:6]([CH3:7])=[C:5]([C:8]#[N:9])[C:4](=[O:10])[N:3]1[CH3:11].